Dataset: Full USPTO retrosynthesis dataset with 1.9M reactions from patents (1976-2016). Task: Predict the reactants needed to synthesize the given product. Given the product [O:17]=[S:2]1(=[O:1])[CH2:6][CH2:5][CH2:4][N:3]1[C:7]1[CH:15]=[CH:14][C:10]([C:11]([N:32]2[CH2:33][CH2:34][N:29]([C:20]3[C:19]([CH3:18])=[CH:24][C:23]([C:25]([F:28])([F:26])[F:27])=[CH:22][N:21]=3)[CH2:30][CH2:31]2)=[O:13])=[C:9]([CH3:16])[CH:8]=1, predict the reactants needed to synthesize it. The reactants are: [O:1]=[S:2]1(=[O:17])[CH2:6][CH2:5][CH2:4][N:3]1[C:7]1[CH:15]=[CH:14][C:10]([C:11]([OH:13])=O)=[C:9]([CH3:16])[CH:8]=1.[CH3:18][C:19]1[C:20]([N:29]2[CH2:34][CH2:33][NH:32][CH2:31][CH2:30]2)=[N:21][CH:22]=[C:23]([C:25]([F:28])([F:27])[F:26])[CH:24]=1.